Dataset: Forward reaction prediction with 1.9M reactions from USPTO patents (1976-2016). Task: Predict the product of the given reaction. (1) Given the reactants C[O:2][C:3](=[O:25])[C:4]1[CH:9]=[CH:8][C:7]([O:10][CH2:11][C:12]2[C:13]([C:18]3[CH:23]=[CH:22][CH:21]=[C:20]([Cl:24])[CH:19]=3)=[N:14][O:15][C:16]=2[CH3:17])=[N:6][CH:5]=1.O.[OH-].[Li+], predict the reaction product. The product is: [Cl:24][C:20]1[CH:19]=[C:18]([C:13]2[C:12]([CH2:11][O:10][C:7]3[CH:8]=[CH:9][C:4]([C:3]([OH:25])=[O:2])=[CH:5][N:6]=3)=[C:16]([CH3:17])[O:15][N:14]=2)[CH:23]=[CH:22][CH:21]=1. (2) Given the reactants [CH3:1][O:2][C:3]1[CH:8]=[CH:7][N:6]([CH:9]([CH:14]([CH3:16])[CH3:15])[C:10]([F:13])([F:12])[F:11])[C:5](=[O:17])[C:4]=1[C:18]#[N:19].[Br:20]N1C(=O)CCC1=O.C(=O)([O-])O.[Na+], predict the reaction product. The product is: [Br:20][C:8]1[C:3]([O:2][CH3:1])=[C:4]([C:18]#[N:19])[C:5](=[O:17])[N:6]([CH:9]([CH:14]([CH3:16])[CH3:15])[C:10]([F:13])([F:11])[F:12])[CH:7]=1. (3) The product is: [CH:1]1([C:4]2[O:8][N:7]=[C:6]([C:9]3[CH:14]=[CH:13][CH:12]=[CH:11][C:10]=3[O:15][C:16]([F:18])([F:19])[F:17])[C:5]=2[CH2:20][O:21][CH:22]2[CH2:28][CH:27]3[N:29]([C:30]4[S:31][C:32]5[CH:38]=[C:37]([C:39]([OH:41])=[O:40])[CH:36]=[C:35]([O:43][CH3:44])[C:33]=5[N:34]=4)[CH:24]([CH2:25][CH2:26]3)[CH2:23]2)[CH2:3][CH2:2]1. Given the reactants [CH:1]1([C:4]2[O:8][N:7]=[C:6]([C:9]3[CH:14]=[CH:13][CH:12]=[CH:11][C:10]=3[O:15][C:16]([F:19])([F:18])[F:17])[C:5]=2[CH2:20][O:21][CH:22]2[CH2:28][CH:27]3[N:29]([C:30]4[S:31][C:32]5[CH:38]=[C:37]([C:39]([O:41]C)=[O:40])[CH:36]=[C:35]([O:43][CH3:44])[C:33]=5[N:34]=4)[CH:24]([CH2:25][CH2:26]3)[CH2:23]2)[CH2:3][CH2:2]1.C(O)C.[OH-].[K+], predict the reaction product.